Dataset: Full USPTO retrosynthesis dataset with 1.9M reactions from patents (1976-2016). Task: Predict the reactants needed to synthesize the given product. (1) Given the product [CH2:22]([N:1]1[C:5]2[CH:6]=[C:7]([C:10]([O:12][CH3:13])=[O:11])[CH:8]=[CH:9][C:4]=2[CH2:3][S:2]1(=[O:14])=[O:15])[C:23]1[CH:28]=[CH:27][CH:26]=[CH:25][CH:24]=1, predict the reactants needed to synthesize it. The reactants are: [NH:1]1[C:5]2[CH:6]=[C:7]([C:10]([O:12][CH3:13])=[O:11])[CH:8]=[CH:9][C:4]=2[CH2:3][S:2]1(=[O:15])=[O:14].C(=O)([O-])[O-].[K+].[K+].[CH2:22](Br)[C:23]1[CH:28]=[CH:27][CH:26]=[CH:25][CH:24]=1. (2) The reactants are: NCCCCN.[CH3:7][C@@:8]12[C@@H:16]([C:17]3[CH2:22][O:21][C:19](=[O:20])[CH:18]=3)[CH2:15][CH2:14][C@:13]1([OH:23])[C@@H:12]1[CH2:24][CH2:25][C@:26]3([OH:35])[CH2:31][C@@H:30]([OH:32])[CH2:29][CH2:28][C@:27]3([CH:33]=[O:34])[C@H:11]1[CH2:10][CH2:9]2.[C:36]1(=[O:42])[O:41][C:39](=[O:40])[CH2:38][CH2:37]1.C(Cl)Cl.C1C[O:49]CC1. Given the product [CH3:7][C@@:8]12[C@@H:16]([C:17]3[CH2:22][O:21][C:19](=[O:20])[CH:18]=3)[CH2:15][CH2:14][C@:13]1([OH:23])[C@@H:12]1[CH2:24][CH2:25][C@:26]3([OH:35])[CH2:31][C@@H:30]([OH:32])[CH2:29][CH2:28][C@:27]3([CH:33]=[O:34])[C@H:11]1[CH2:10][CH2:9]2.[C:36]([O-:41])(=[O:42])[CH2:37][CH2:38][C:39]([O-:49])=[O:40], predict the reactants needed to synthesize it.